From a dataset of Full USPTO retrosynthesis dataset with 1.9M reactions from patents (1976-2016). Predict the reactants needed to synthesize the given product. (1) Given the product [NH2:9][CH2:8][CH:5]1[CH2:6][CH2:7][C:2]([CH3:17])([OH:1])[CH2:3][CH2:4]1.[F:18][C:19]([F:24])([F:23])[C:20]([OH:22])=[O:21], predict the reactants needed to synthesize it. The reactants are: [OH:1][C:2]1([CH3:17])[CH2:7][CH2:6][CH:5]([CH2:8][NH:9]C(=O)OC(C)(C)C)[CH2:4][CH2:3]1.[F:18][C:19]([F:24])([F:23])[C:20]([OH:22])=[O:21]. (2) Given the product [Br:1][C:2]1[CH:3]=[N:4][C:5]([N:12]2[CH:16]=[CH:19][CH:14]=[N:13]2)=[C:6]([CH:11]=1)[C:7]([O:9][CH3:10])=[O:8], predict the reactants needed to synthesize it. The reactants are: [Br:1][C:2]1[CH:3]=[N:4][C:5]([N:12]2[CH:16]=N[CH:14]=[N:13]2)=[C:6]([CH:11]=1)[C:7]([O:9][CH3:10])=[O:8].N1C=C[CH:19]=N1. (3) Given the product [ClH:19].[CH:2]1([CH2:1][N:8]2[CH2:9][CH2:10][PH:11](=[O:18])[CH2:12][CH2:13]2)[CH2:7][CH2:6]1, predict the reactants needed to synthesize it. The reactants are: [CH2:1]([N:8]1[CH2:13][CH2:12][P:11](=[O:18])(CC2CC2)[CH2:10][CH2:9]1)[C:2]1[CH:7]=[CH:6]C=CC=1.[ClH:19]. (4) Given the product [CH3:1][O:2][C:3]([C@H:4]([NH:14][C:15](=[O:16])[O:17][CH2:18][C:19]1[CH:24]=[CH:23][CH:22]=[CH:21][CH:20]=1)[CH2:5][C:6]1[CH:11]=[CH:10][C:9]2[NH:12][C:33](=[O:34])[NH:13][C:8]=2[CH:7]=1)=[O:25], predict the reactants needed to synthesize it. The reactants are: [CH3:1][O:2][C:3](=[O:25])[C@H:4]([NH:14][C:15]([O:17][CH2:18][C:19]1[CH:24]=[CH:23][CH:22]=[CH:21][CH:20]=1)=[O:16])[CH2:5][C:6]1[CH:11]=[CH:10][C:9]([NH2:12])=[C:8]([NH2:13])[CH:7]=1.C(N(CC)CC)C.[C:33](N1C=CN=C1)(N1C=CN=C1)=[O:34]. (5) Given the product [OH:1][C:2]1[CH:3]=[CH:4][C:5]([C:8](=[C:22]2[CH2:23][C:24]([CH3:31])([CH3:30])[O:25][C:26]([CH3:29])([CH3:28])[CH2:27]2)[C:9]2[CH:14]=[CH:13][C:12](/[CH:15]=[CH:16]/[C:17]([OH:19])=[O:18])=[CH:11][CH:10]=2)=[CH:6][CH:7]=1, predict the reactants needed to synthesize it. The reactants are: [OH:1][C:2]1[CH:7]=[CH:6][C:5]([C:8](=[C:22]2[CH2:27][C:26]([CH3:29])([CH3:28])[O:25][C:24]([CH3:31])([CH3:30])[CH2:23]2)[C:9]2[CH:14]=[CH:13][C:12](/[CH:15]=[CH:16]/[C:17]([O:19]CC)=[O:18])=[CH:11][CH:10]=2)=[CH:4][CH:3]=1.[OH-].[K+].